This data is from Full USPTO retrosynthesis dataset with 1.9M reactions from patents (1976-2016). The task is: Predict the reactants needed to synthesize the given product. Given the product [Ca+2:41].[CH3:1][C:2]1([CH3:37])[CH:11]=[CH:10][C:9]2[C:4](=[CH:5][CH:6]=[CH:7][CH:8]=2)[N:3]1[CH2:12][C:13]1[CH:32]=[CH:31][C:16]([CH2:17][NH:18][C:19]2[CH:24]=[CH:23][C:22]([CH2:25][CH2:26][C:27]([O-:29])=[O:28])=[C:21]([F:30])[CH:20]=2)=[CH:15][C:14]=1[O:33][CH:34]([CH3:35])[CH3:36].[CH3:1][C:2]1([CH3:37])[CH:11]=[CH:10][C:9]2[C:4](=[CH:5][CH:6]=[CH:7][CH:8]=2)[N:3]1[CH2:12][C:13]1[CH:32]=[CH:31][C:16]([CH2:17][NH:18][C:19]2[CH:24]=[CH:23][C:22]([CH2:25][CH2:26][C:27]([O-:29])=[O:28])=[C:21]([F:30])[CH:20]=2)=[CH:15][C:14]=1[O:33][CH:34]([CH3:35])[CH3:36], predict the reactants needed to synthesize it. The reactants are: [CH3:1][C:2]1([CH3:37])[CH:11]=[CH:10][C:9]2[C:4](=[CH:5][CH:6]=[CH:7][CH:8]=2)[N:3]1[CH2:12][C:13]1[CH:32]=[CH:31][C:16]([CH2:17][NH:18][C:19]2[CH:24]=[CH:23][C:22]([CH2:25][CH2:26][C:27]([OH:29])=[O:28])=[C:21]([F:30])[CH:20]=2)=[CH:15][C:14]=1[O:33][CH:34]([CH3:36])[CH3:35].[OH-].[Na+].[Cl-].[Ca+2:41].[Cl-].